From a dataset of Full USPTO retrosynthesis dataset with 1.9M reactions from patents (1976-2016). Predict the reactants needed to synthesize the given product. (1) Given the product [C:35]([NH:34][CH:28]1[CH2:29][CH2:30][CH2:31][CH2:32][CH2:33]1)([NH:36][CH:37]1[CH2:42][CH2:41][CH2:40][CH2:39][CH2:38]1)=[O:7], predict the reactants needed to synthesize it. The reactants are: C(O)(=O)C1C=CC(C=[O:7])=CC=1.CC(O)(C(C1C=CC(OCCO)=CC=1)=O)C.[CH:28]1([N:34]=[C:35]=[N:36][CH:37]2[CH2:42][CH2:41][CH2:40][CH2:39][CH2:38]2)[CH2:33][CH2:32][CH2:31][CH2:30][CH2:29]1. (2) Given the product [Cl:18][C:12]1[C:11]([NH:10][C:8]([C:7]2[C:2]([NH:42][CH:39]3[CH2:41][CH2:40]3)=[N:3][CH:4]=[CH:5][CH:6]=2)=[O:9])=[C:16]([CH3:17])[CH:15]=[CH:14][N:13]=1, predict the reactants needed to synthesize it. The reactants are: Cl[C:2]1[C:7]([C:8]([NH:10][C:11]2[C:12]([Cl:18])=[N:13][CH:14]=[CH:15][C:16]=2[CH3:17])=[O:9])=[CH:6][CH:5]=[CH:4][N:3]=1.O.O.O.O.O.O.O.O.O.O.O.O.P([O-])([O-])([O-])=O.[Na+].[Na+].[Na+].[CH:39]1([NH2:42])[CH2:41][CH2:40]1. (3) The reactants are: [NH:1]1[CH:5]=[CH:4][N:3]=[C:2]1[C:6]1[CH:11]=[CH:10][CH:9]=[CH:8][N:7]=1.[N:12]1[C:17](C(OC)=O)=NN=[C:14](C(OC)=O)[N:13]=1. Given the product [N:7]1[CH:8]=[CH:9][CH:10]=[CH:11][C:6]=1[C:2]1[N:3]=[C:4]2[CH:17]=[N:12][NH:13][CH:14]=[C:5]2[N:1]=1, predict the reactants needed to synthesize it. (4) The reactants are: P(Cl)(Cl)([Cl:3])=O.O[C:7]1[C:16]2[C:11](=[CH:12][CH:13]=[CH:14][CH:15]=2)[N:10]=[C:9]([C:17]([O:19][CH2:20][CH3:21])=[O:18])[CH:8]=1. Given the product [Cl:3][C:7]1[C:16]2[C:11](=[CH:12][CH:13]=[CH:14][CH:15]=2)[N:10]=[C:9]([C:17]([O:19][CH2:20][CH3:21])=[O:18])[CH:8]=1, predict the reactants needed to synthesize it. (5) Given the product [CH2:1]([N:8]([CH2:9][CH2:10][C:11]1[C:19]2[C:14](=[CH:15][CH:16]=[C:17]([F:20])[CH:18]=2)[NH:13][CH:12]=1)[CH2:22][C:23]([N:25]([CH3:27])[CH3:26])=[O:24])[C:2]1[CH:3]=[CH:4][CH:5]=[CH:6][CH:7]=1, predict the reactants needed to synthesize it. The reactants are: [CH2:1]([NH:8][CH2:9][CH2:10][C:11]1[C:19]2[C:14](=[CH:15][CH:16]=[C:17]([F:20])[CH:18]=2)[NH:13][CH:12]=1)[C:2]1[CH:7]=[CH:6][CH:5]=[CH:4][CH:3]=1.Cl[CH2:22][C:23]([N:25]([CH3:27])[CH3:26])=[O:24].